From a dataset of Reaction yield outcomes from USPTO patents with 853,638 reactions. Predict the reaction yield, written as a fraction of the theoretical maximum amount of product (1.0 means a 100% yield; for example, 0.34 means a 34% yield). (1) The yield is 1.00. The reactants are CC[N:3](C1C=CC=CC=1)CC.[OH:12][C:13]1[CH:22]=[CH:21][C:20]2[C:15](=[CH:16][CH:17]=[CH:18][CH:19]=2)[C:14]=1[C:23]([OH:25])=O.Cl.CN(C)CCCN=C=NCC.ON1C2C=CC=CC=2N=N1. The catalyst is C1COCC1. The product is [OH:12][C:13]1[CH:22]=[CH:21][C:20]2[C:15](=[CH:16][CH:17]=[CH:18][CH:19]=2)[C:14]=1[C:23]([NH2:3])=[O:25]. (2) The reactants are [Br:1][C:2]1[CH:3]=[N:4][N:5]([CH3:16])[C:6]=1[C:7]1[CH:8]=[C:9]([C:13]([OH:15])=O)[S:10][C:11]=1[Cl:12].[NH2:17][C@@H:18]([CH2:31][C:32]1[CH:37]=[CH:36][C:35]([F:38])=[CH:34][CH:33]=1)[CH2:19][N:20]1[C:28](=[O:29])[C:27]2[C:22](=[CH:23][CH:24]=[CH:25][CH:26]=2)[C:21]1=[O:30].CC(OC(N[C@H](C(O)=O)CC1C=CC=CC=1C(F)(F)F)=O)(C)C.C1CN([P+](Br)(N2CCCC2)N2CCCC2)CC1.F[P-](F)(F)(F)(F)F.CCN(C(C)C)C(C)C. The catalyst is C(Cl)(Cl)Cl. The product is [Br:1][C:2]1[CH:3]=[N:4][N:5]([CH3:16])[C:6]=1[C:7]1[CH:8]=[C:9]([C:13]([NH:17][C@@H:18]([CH2:31][C:32]2[CH:33]=[CH:34][C:35]([F:38])=[CH:36][CH:37]=2)[CH2:19][N:20]2[C:28](=[O:29])[C:27]3[C:22](=[CH:23][CH:24]=[CH:25][CH:26]=3)[C:21]2=[O:30])=[O:15])[S:10][C:11]=1[Cl:12]. The yield is 0.310. (3) The reactants are O[CH2:2][C:3]1[CH:12]=[N:11][C:10]2[N:9]3[CH2:13][CH2:14][CH2:15][CH2:16][C@H:8]3[C:7](=[O:17])[NH:6][C:5]=2[CH:4]=1.[I-].C(C[P+](C)(C)C)#N.C(N(C(C)C)C(C)C)C.[N:35]1([C:41]2[CH:48]=[CH:47][C:44]([C:45]#[N:46])=[CH:43][N:42]=2)[CH2:40][CH2:39][NH:38][CH2:37][CH2:36]1. The catalyst is C(#N)CC. The product is [O:17]=[C:7]1[NH:6][C:5]2[CH:4]=[C:3]([CH2:2][N:38]3[CH2:39][CH2:40][N:35]([C:41]4[CH:48]=[CH:47][C:44]([C:45]#[N:46])=[CH:43][N:42]=4)[CH2:36][CH2:37]3)[CH:12]=[N:11][C:10]=2[N:9]2[CH2:13][CH2:14][CH2:15][CH2:16][C@@H:8]12. The yield is 0.352. (4) The reactants are O=[C:2]1[C@@H:11]2[CH2:12][N:13]([C:15]([O:17][C:18]([CH3:21])([CH3:20])[CH3:19])=[O:16])[CH2:14][C@H:10]2[C:9]2[C:4]3=[C:5]([CH2:22][CH2:23][CH2:24][N:3]13)[CH:6]=[CH:7][CH:8]=2.[Br:25]N1C(=O)CCC1=O. The catalyst is CN(C)C=O.C(OCC)(=O)C. The product is [Br:25][C:7]1[CH:8]=[C:9]2[C:4]3=[C:5]([CH2:22][CH2:23][CH2:24][N:3]3[CH2:2][C@@H:11]3[CH2:12][N:13]([C:15]([O:17][C:18]([CH3:20])([CH3:21])[CH3:19])=[O:16])[CH2:14][C@@H:10]23)[CH:6]=1. The yield is 0.560. (5) The reactants are [F:1][C:2]1[CH:7]=[CH:6][C:5]([N:8]2[C:11](=[O:12])[C@H:10]([S:13][CH2:14][C:15]([C:17]3[CH:22]=[CH:21][C:20]([F:23])=[CH:19][CH:18]=3)=[O:16])[C@H:9]2[C:24]2[CH:34]=[CH:33][C:27]([O:28]CC(O)=O)=[CH:26][CH:25]=2)=[CH:4][CH:3]=1.Cl.C([O:40][C:41](=[O:50])[C@@H:42]([CH2:44][O:45]C(C)(C)C)[NH2:43])(C)(C)C.CN1CC[O:55][CH2:54][CH2:53]1.CN(C(ON1N=NC2C=CC=CC1=2)=[N+](C)C)C.[B-](F)(F)(F)F.C(O)(C(F)(F)F)=O. The catalyst is C(Cl)Cl. The product is [F:1][C:2]1[CH:3]=[CH:4][C:5]([N:8]2[C:11](=[O:12])[C@H:10]([S:13][CH2:14][CH:15]([C:17]3[CH:18]=[CH:19][C:20]([F:23])=[CH:21][CH:22]=3)[OH:16])[C@H:9]2[C:24]2[CH:25]=[CH:26][C:27]([O:28][CH2:53][C:54]([NH:43][C@@H:42]([C:41]([OH:40])=[O:50])[CH2:44][OH:45])=[O:55])=[CH:33][CH:34]=2)=[CH:6][CH:7]=1. The yield is 0.360. (6) The reactants are C(O[C:6]([NH:8][NH:9][CH:10]1[CH2:14][CH2:13][CH2:12][CH2:11]1)=O)(C)(C)C.Cl.[C:16]([C:19](=CN(C)C)[C:20]([O:22][CH2:23][CH3:24])=[O:21])(=O)[CH3:17]. The catalyst is C(O)C. The product is [CH:10]1([N:9]2[C:16]([CH3:17])=[C:19]([C:20]([O:22][CH2:23][CH3:24])=[O:21])[CH:6]=[N:8]2)[CH2:11][CH2:12][CH2:13][CH2:14]1. The yield is 0.760. (7) The reactants are CN(C(ON1N=NC2C=CC=NC1=2)=[N+](C)C)C.F[P-](F)(F)(F)(F)F.[F:25][C:26]1[CH:34]=[CH:33][C:29]([C:30]([OH:32])=O)=[C:28]([N+:35]([O-:37])=[O:36])[CH:27]=1.Cl.[NH2:39][C@H:40]([C:49]([O:51][C:52]([CH3:55])([CH3:54])[CH3:53])=[O:50])[CH2:41][C:42]([O:44][C:45]([CH3:48])([CH3:47])[CH3:46])=[O:43].C(N(CC)C(C)C)(C)C.Cl. The catalyst is C(Cl)Cl.C(OCC)(=O)C.O. The product is [F:25][C:26]1[CH:34]=[CH:33][C:29]([C:30]([NH:39][C@H:40]([C:49]([O:51][C:52]([CH3:55])([CH3:54])[CH3:53])=[O:50])[CH2:41][C:42]([O:44][C:45]([CH3:47])([CH3:48])[CH3:46])=[O:43])=[O:32])=[C:28]([N+:35]([O-:37])=[O:36])[CH:27]=1. The yield is 0.680.